This data is from TCR-epitope binding with 47,182 pairs between 192 epitopes and 23,139 TCRs. The task is: Binary Classification. Given a T-cell receptor sequence (or CDR3 region) and an epitope sequence, predict whether binding occurs between them. (1) The epitope is ILHCANFNV. The TCR CDR3 sequence is CASSTGGYEQYF. Result: 1 (the TCR binds to the epitope). (2) The epitope is LLLGIGILV. Result: 0 (the TCR does not bind to the epitope). The TCR CDR3 sequence is CASSPQGAYLDTQYF. (3) The epitope is TSDLATNNLVVMAY. The TCR CDR3 sequence is CASSLGLAPSAEQYF. Result: 0 (the TCR does not bind to the epitope). (4) The epitope is RLRAEAQVK. The TCR CDR3 sequence is CASSEMGQETYEQYF. Result: 1 (the TCR binds to the epitope). (5) The epitope is TFYLTNDVSFL. The TCR CDR3 sequence is CASSLELTSYGDNEQFF. Result: 0 (the TCR does not bind to the epitope).